From a dataset of NCI-60 drug combinations with 297,098 pairs across 59 cell lines. Regression. Given two drug SMILES strings and cell line genomic features, predict the synergy score measuring deviation from expected non-interaction effect. (1) Drug 1: CCCS(=O)(=O)NC1=C(C(=C(C=C1)F)C(=O)C2=CNC3=C2C=C(C=N3)C4=CC=C(C=C4)Cl)F. Drug 2: C1=CC(=CC=C1CCC2=CNC3=C2C(=O)NC(=N3)N)C(=O)NC(CCC(=O)O)C(=O)O. Cell line: MOLT-4. Synergy scores: CSS=64.7, Synergy_ZIP=2.34, Synergy_Bliss=1.67, Synergy_Loewe=-24.8, Synergy_HSA=0.687. (2) Drug 2: CC(C)NC(=O)C1=CC=C(C=C1)CNNC.Cl. Synergy scores: CSS=-0.503, Synergy_ZIP=2.77, Synergy_Bliss=3.47, Synergy_Loewe=-1.56, Synergy_HSA=-2.03. Cell line: OVCAR-8. Drug 1: C1CCN(CC1)CCOC2=CC=C(C=C2)C(=O)C3=C(SC4=C3C=CC(=C4)O)C5=CC=C(C=C5)O. (3) Drug 1: CCC1(CC2CC(C3=C(CCN(C2)C1)C4=CC=CC=C4N3)(C5=C(C=C6C(=C5)C78CCN9C7C(C=CC9)(C(C(C8N6C=O)(C(=O)OC)O)OC(=O)C)CC)OC)C(=O)OC)O.OS(=O)(=O)O. Drug 2: CC1C(C(CC(O1)OC2CC(OC(C2O)C)OC3=CC4=CC5=C(C(=O)C(C(C5)C(C(=O)C(C(C)O)O)OC)OC6CC(C(C(O6)C)O)OC7CC(C(C(O7)C)O)OC8CC(C(C(O8)C)O)(C)O)C(=C4C(=C3C)O)O)O)O. Cell line: BT-549. Synergy scores: CSS=9.88, Synergy_ZIP=1.08, Synergy_Bliss=1.39, Synergy_Loewe=-1.91, Synergy_HSA=-0.265. (4) Drug 1: C1=CC=C(C=C1)NC(=O)CCCCCCC(=O)NO. Drug 2: C1=CC=C(C(=C1)C(C2=CC=C(C=C2)Cl)C(Cl)Cl)Cl. Cell line: SF-268. Synergy scores: CSS=1.34, Synergy_ZIP=-0.375, Synergy_Bliss=1.75, Synergy_Loewe=-9.04, Synergy_HSA=-2.20. (5) Cell line: NCI-H522. Synergy scores: CSS=24.7, Synergy_ZIP=1.98, Synergy_Bliss=0.362, Synergy_Loewe=-11.9, Synergy_HSA=0.0591. Drug 1: C1=C(C(=O)NC(=O)N1)N(CCCl)CCCl. Drug 2: C1CNP(=O)(OC1)N(CCCl)CCCl. (6) Drug 1: CN1CCC(CC1)COC2=C(C=C3C(=C2)N=CN=C3NC4=C(C=C(C=C4)Br)F)OC. Drug 2: CC(C)NC(=O)C1=CC=C(C=C1)CNNC.Cl. Cell line: MCF7. Synergy scores: CSS=1.97, Synergy_ZIP=3.60, Synergy_Bliss=2.54, Synergy_Loewe=-0.240, Synergy_HSA=1.95. (7) Drug 1: CC12CCC3C(C1CCC2=O)CC(=C)C4=CC(=O)C=CC34C. Cell line: BT-549. Drug 2: CN(C)C1=NC(=NC(=N1)N(C)C)N(C)C. Synergy scores: CSS=44.4, Synergy_ZIP=0.769, Synergy_Bliss=5.20, Synergy_Loewe=-35.2, Synergy_HSA=1.28.